This data is from Peptide-MHC class II binding affinity with 134,281 pairs from IEDB. The task is: Regression. Given a peptide amino acid sequence and an MHC pseudo amino acid sequence, predict their binding affinity value. This is MHC class II binding data. (1) The peptide sequence is AGGAGGVGAVGGKRG. The MHC is DRB3_0101 with pseudo-sequence DRB3_0101. The binding affinity (normalized) is 0.0231. (2) The MHC is DRB1_0901 with pseudo-sequence DRB1_0901. The peptide sequence is GEPIRFLLSYGEKDF. The binding affinity (normalized) is 0.540. (3) The peptide sequence is KKTHISYIMLIFFVLMV. The MHC is DRB1_1301 with pseudo-sequence DRB1_1301. The binding affinity (normalized) is 0. (4) The peptide sequence is LVDANGTLHDKKSMG. The MHC is HLA-DPA10201-DPB10101 with pseudo-sequence HLA-DPA10201-DPB10101. The binding affinity (normalized) is 0.